From a dataset of NCI-60 drug combinations with 297,098 pairs across 59 cell lines. Regression. Given two drug SMILES strings and cell line genomic features, predict the synergy score measuring deviation from expected non-interaction effect. (1) Drug 1: C1=NC2=C(N1)C(=S)N=C(N2)N. Cell line: UACC-257. Synergy scores: CSS=8.38, Synergy_ZIP=-7.45, Synergy_Bliss=-4.60, Synergy_Loewe=-28.8, Synergy_HSA=-8.58. Drug 2: CN1C(=O)N2C=NC(=C2N=N1)C(=O)N. (2) Cell line: CCRF-CEM. Drug 2: C1=NC2=C(N=C(N=C2N1C3C(C(C(O3)CO)O)O)F)N. Synergy scores: CSS=37.7, Synergy_ZIP=-2.65, Synergy_Bliss=-4.17, Synergy_Loewe=-23.5, Synergy_HSA=-5.55. Drug 1: C1CCC(C1)C(CC#N)N2C=C(C=N2)C3=C4C=CNC4=NC=N3. (3) Drug 1: CC1C(C(CC(O1)OC2CC(CC3=C2C(=C4C(=C3O)C(=O)C5=C(C4=O)C(=CC=C5)OC)O)(C(=O)C)O)N)O.Cl. Drug 2: CN(C)N=NC1=C(NC=N1)C(=O)N. Cell line: NCI-H460. Synergy scores: CSS=31.7, Synergy_ZIP=-3.22, Synergy_Bliss=1.21, Synergy_Loewe=-13.9, Synergy_HSA=1.88. (4) Drug 2: CC1C(C(CC(O1)OC2CC(CC3=C2C(=C4C(=C3O)C(=O)C5=C(C4=O)C(=CC=C5)OC)O)(C(=O)CO)O)N)O.Cl. Cell line: PC-3. Synergy scores: CSS=31.0, Synergy_ZIP=-3.35, Synergy_Bliss=-0.908, Synergy_Loewe=-4.22, Synergy_HSA=1.16. Drug 1: C1C(C(OC1N2C=NC3=C(N=C(N=C32)Cl)N)CO)O.